From a dataset of Reaction yield outcomes from USPTO patents with 853,638 reactions. Predict the reaction yield, written as a fraction of the theoretical maximum amount of product (1.0 means a 100% yield; for example, 0.34 means a 34% yield). The reactants are [C:1]1([C:7]2[CH:8]=[CH:9][C:10]3[S:14][C:13]4[C:15](=O)[CH2:16][CH2:17][CH2:18][C:12]=4[C:11]=3[CH:20]=2)[CH:6]=[CH:5][CH:4]=[CH:3][CH:2]=1.C([O-])(=O)C.[NH4+].[BH3-]C#[N:28].[Na+]. The catalyst is CO. The product is [C:1]1([C:7]2[CH:8]=[CH:9][C:10]3[S:14][C:13]4[CH:15]([NH2:28])[CH2:16][CH2:17][CH2:18][C:12]=4[C:11]=3[CH:20]=2)[CH:6]=[CH:5][CH:4]=[CH:3][CH:2]=1. The yield is 0.230.